Dataset: Reaction yield outcomes from USPTO patents with 853,638 reactions. Task: Predict the reaction yield, written as a fraction of the theoretical maximum amount of product (1.0 means a 100% yield; for example, 0.34 means a 34% yield). (1) The reactants are [Cl:1][C:2]1[CH:7]=[C:6]([CH2:8][N:9]2[C:14]([O:15][C:16]3[CH:17]=[C:18]([CH:21]=[C:22]([CH3:24])[CH:23]=3)[CH:19]=O)=[C:13]([CH:25]([CH3:27])[CH3:26])[C:12](=[O:28])[NH:11][C:10]2=[O:29])[CH:5]=[C:4]([NH:30][CH2:31][C:32]2[CH:37]=[CH:36][C:35]([O:38][CH3:39])=[CH:34][CH:33]=2)[N:3]=1.[C:40]([CH2:42]P(=O)(OCC)OCC)#[N:41].CC(C)([O-])C.[K+]. The catalyst is C1COCC1.CC(=O)OCC. The product is [Cl:1][C:2]1[CH:7]=[C:6]([CH2:8][N:9]2[C:14]([O:15][C:16]3[CH:17]=[C:18]([CH:19]=[CH:42][C:40]#[N:41])[CH:21]=[C:22]([CH3:24])[CH:23]=3)=[C:13]([CH:25]([CH3:27])[CH3:26])[C:12](=[O:28])[NH:11][C:10]2=[O:29])[CH:5]=[C:4]([NH:30][CH2:31][C:32]2[CH:33]=[CH:34][C:35]([O:38][CH3:39])=[CH:36][CH:37]=2)[N:3]=1. The yield is 0.700. (2) The reactants are [Cl:1][C:2]1[CH:7]=[CH:6][C:5]([N:8]([C:12]2[CH:17]=[CH:16][CH:15]=[CH:14][C:13]=2[C:18]([F:21])([F:20])[F:19])[C:9](=[O:11])[NH2:10])=[CH:4][C:3]=1C(O)=O.[NH2:25][C:26]1[CH:27]=[N:28][CH:29]=[CH:30][CH:31]=1.C(Cl)Cl.CS(C)=O.[CH2:39]1[CH2:43][O:42][CH2:41][CH2:40]1. The catalyst is ClCCCl. The product is [Cl:1][C:2]1([C:9](=[O:11])[NH:8][C:5]2[CH:6]=[CH:41][CH:40]=[C:39]([C:43](=[O:42])[NH:25][C:26]3[CH:27]=[N:28][CH:29]=[CH:30][CH:31]=3)[CH:4]=2)[CH:7]=[CH:6][C:5]([N:8]([C:12]2[CH:17]=[CH:16][CH:15]=[CH:14][C:13]=2[C:18]([F:20])([F:21])[F:19])[C:9](=[O:11])[NH2:10])=[CH:4][CH2:3]1. The yield is 0.590. (3) The reactants are [NH2:1][C:2]1[CH:19]=[CH:18][C:5]([O:6][C:7]2[C:16]3[N:15]=[CH:14][C:13](=[O:17])[NH:12][C:11]=3[N:10]=[CH:9][CH:8]=2)=[CH:4][C:3]=1[F:20].[C:21]([C:25]1[CH:29]=[C:28]([N:30]=[C:31]=[O:32])[N:27]([C:33]2[CH:38]=[CH:37][C:36]([S:39]([CH3:42])(=[O:41])=[O:40])=[CH:35][CH:34]=2)[N:26]=1)([CH3:24])([CH3:23])[CH3:22].C(Cl)Cl. No catalyst specified. The product is [C:21]([C:25]1[CH:29]=[C:28]([NH:30][C:31]([NH:1][C:2]2[CH:19]=[CH:18][C:5]([O:6][C:7]3[C:16]4[N:15]=[CH:14][C:13](=[O:17])[NH:12][C:11]=4[N:10]=[CH:9][CH:8]=3)=[CH:4][C:3]=2[F:20])=[O:32])[N:27]([C:33]2[CH:38]=[CH:37][C:36]([S:39]([CH3:42])(=[O:41])=[O:40])=[CH:35][CH:34]=2)[N:26]=1)([CH3:24])([CH3:22])[CH3:23]. The yield is 0.410. (4) The reactants are CON(C)[C:4](=[O:20])[CH2:5][N:6]([C@@H:14]([CH:18]=[CH2:19])[CH2:15][O:16][CH3:17])[C:7](=[O:13])[O:8][C:9]([CH3:12])([CH3:11])[CH3:10].[H-].C([Al+]CC(C)C)C(C)C. The catalyst is ClCCl. The product is [CH3:17][O:16][CH2:15][C@@H:14]([N:6]([CH2:5][CH:4]=[O:20])[C:7](=[O:13])[O:8][C:9]([CH3:11])([CH3:12])[CH3:10])[CH:18]=[CH2:19]. The yield is 0.680. (5) The reactants are [C:1]1([NH:7]N)[CH:6]=[CH:5][CH:4]=[CH:3][CH:2]=1.[C:9]([C:12]1[O:13][C:14]2[CH:20]=[CH:19][CH:18]=[CH:17][C:15]=2[CH:16]=1)(=O)[CH3:10]. The catalyst is C(O)C.C(O)(=O)C. The product is [CH:4]1[CH:5]=[C:6]2[CH:10]=[C:9]([C:12]3[O:13][C:14]4[C:15](=[CH:17][CH:18]=[CH:19][CH:20]=4)[CH:16]=3)[NH:7][C:1]2=[CH:2][CH:3]=1. The yield is 0.480. (6) The reactants are [CH3:1][O:2][C:3]1[CH:12]=[C:11]([O:13][CH3:14])[C:10]2[C:5](=[CH:6][CH:7]=[CH:8][CH:9]=2)[N:4]=1.[Li]CCCC.Cl[C:21]([O:23][CH2:24][CH3:25])=[O:22].O. The catalyst is C1COCC1. The product is [CH3:1][O:2][C:3]1[C:12]([C:21]([O:23][CH2:24][CH3:25])=[O:22])=[C:11]([O:13][CH3:14])[C:10]2[C:5](=[CH:6][CH:7]=[CH:8][CH:9]=2)[N:4]=1. The yield is 0.600. (7) The reactants are [NH2:1][C:2]1[CH:11]=[CH:10][C:9]([OH:12])=[C:8]2[C:3]=1[CH:4]=[CH:5][C:6]([CH3:13])=[N:7]2.N([O-])=O.[Na+].[N-:18]=[N+:19]=[N-].[Na+]. The catalyst is Cl.O. The product is [N:1]([C:2]1[CH:11]=[CH:10][C:9]([OH:12])=[C:8]2[C:3]=1[CH:4]=[CH:5][C:6]([CH3:13])=[N:7]2)=[N+:18]=[N-:19]. The yield is 0.660.